This data is from Reaction yield outcomes from USPTO patents with 853,638 reactions. The task is: Predict the reaction yield, written as a fraction of the theoretical maximum amount of product (1.0 means a 100% yield; for example, 0.34 means a 34% yield). (1) The reactants are C1(P(C2C=CC=CC=2)C2C=CC=CC=2)C=CC=CC=1.[C:20]1(=[O:30])[NH:24][C:23](=[O:25])[C:22]2=[CH:26][CH:27]=[CH:28][CH:29]=[C:21]12.[Cl:31][C:32]1[CH:37]=[CH:36][C:35]([CH:38]([NH:42][C:43]([C:45]2([NH:60][C:61](=[O:67])[O:62][C:63]([CH3:66])([CH3:65])[CH3:64])[CH2:50][CH2:49][N:48]([C:51]3[C:52]4[CH:59]=[CH:58][NH:57][C:53]=4[N:54]=[CH:55][N:56]=3)[CH2:47][CH2:46]2)=[O:44])[CH2:39][CH2:40]O)=[CH:34][CH:33]=1.N(C(OCC)=O)=NC(OCC)=O. The catalyst is C1COCC1. The product is [Cl:31][C:32]1[CH:33]=[CH:34][C:35]([CH:38]([NH:42][C:43]([C:45]2([NH:60][C:61](=[O:67])[O:62][C:63]([CH3:66])([CH3:65])[CH3:64])[CH2:46][CH2:47][N:48]([C:51]3[C:52]4[CH:59]=[CH:58][NH:57][C:53]=4[N:54]=[CH:55][N:56]=3)[CH2:49][CH2:50]2)=[O:44])[CH2:39][CH2:40][N:24]2[C:20](=[O:30])[C:21]3[C:22](=[CH:26][CH:27]=[CH:28][CH:29]=3)[C:23]2=[O:25])=[CH:36][CH:37]=1. The yield is 0.212. (2) The product is [CH3:31][O:30][C:27]1[CH:28]=[C:29]2[C:24](=[CH:25][C:26]=1[O:32][CH3:33])[N:23]=[CH:22][CH:21]=[C:20]2[O:19][C:18]1[C:13]([C:41]2[CH:40]=[CH:39][CH:38]=[C:37]([C:36]([F:47])([F:46])[F:35])[CH:42]=2)=[N:14][C:15]([CH3:34])=[CH:16][CH:17]=1. The reactants are CN(C)C=O.C(=O)([O-])[O-].[K+].[K+].I[C:13]1[C:18]([O:19][C:20]2[C:29]3[C:24](=[CH:25][C:26]([O:32][CH3:33])=[C:27]([O:30][CH3:31])[CH:28]=3)[N:23]=[CH:22][CH:21]=2)=[CH:17][CH:16]=[C:15]([CH3:34])[N:14]=1.[F:35][C:36]([F:47])([F:46])[C:37]1[CH:38]=[C:39](B(O)O)[CH:40]=[CH:41][CH:42]=1. The yield is 0.950. The catalyst is O.C(O)C. (3) The reactants are Br[CH2:2][C:3]1[CH:11]=[CH:10][C:6]2[S:7][CH:8]=[CH:9][C:5]=2[CH:4]=1.[NH3:12]. The catalyst is CN(C=O)C. The product is [S:7]1[CH:8]=[CH:9][C:5]2[CH:4]=[C:3]([CH2:2][NH2:12])[CH:11]=[CH:10][C:6]1=2. The yield is 0.190. (4) The reactants are [Cl:1][C:2]1[N:10]=[CH:9][N:8]=[C:7]2[C:3]=1[N:4]=[CH:5][N:6]2[C@H:11]1[CH2:33][C@@H:14]2[O:15][Si](C(C)C)(C(C)C)O[Si](C(C)C)(C(C)C)[O:19][CH2:20][C@H:13]2[CH2:12]1.F.N1C=CC=CC=1. The catalyst is C1COCC1.N1C=CC=CC=1. The product is [Cl:1][C:2]1[N:10]=[CH:9][N:8]=[C:7]2[C:3]=1[N:4]=[CH:5][N:6]2[C@H:11]1[CH2:33][C@H:14]([OH:15])[C@@H:13]([CH2:20][OH:19])[CH2:12]1. The yield is 0.630. (5) The reactants are C(=O)([O-])[O-].[K+].[K+].[F:7][C:8]1[CH:13]=[C:12](I)[C:11]([CH3:15])=[CH:10][N:9]=1.[Cl:16][C:17]1[CH:22]=[CH:21][CH:20]=[CH:19][C:18]=1[C:23]1[C:24]([C:28]([O:30][CH2:31][CH3:32])=[O:29])=[CH:25][NH:26][CH:27]=1.CN[C@@H]1CCCC[C@H]1NC. The catalyst is O1CCOCC1.CCOC(C)=O.[Cu]I. The product is [Cl:16][C:17]1[CH:22]=[CH:21][CH:20]=[CH:19][C:18]=1[C:23]1[C:24]([C:28]([O:30][CH2:31][CH3:32])=[O:29])=[CH:25][N:26]([C:12]2[C:11]([CH3:15])=[CH:10][N:9]=[C:8]([F:7])[CH:13]=2)[CH:27]=1. The yield is 0.880.